From a dataset of Forward reaction prediction with 1.9M reactions from USPTO patents (1976-2016). Predict the product of the given reaction. (1) Given the reactants [C:1]([O:12]CC)(=O)[CH2:2][CH2:3][CH2:4][CH2:5][C:6]([O:8][CH2:9][CH3:10])=[O:7].[O-]CC.[Na+].S(=O)(=O)(O)O, predict the reaction product. The product is: [CH3:10][CH2:9][O:8][C:6]([CH:5]1[C:1](=[O:12])[CH2:2][CH2:3][CH2:4]1)=[O:7]. (2) Given the reactants [O-]P([O-])([O-])=O.[K+].[K+].[K+].Br[C:10]1[CH:17]=[CH:16][C:15]([Br:18])=[CH:14][C:11]=1[CH:12]=[O:13].[CH:19]1(B(O)O)[CH2:21][CH2:20]1, predict the reaction product. The product is: [Br:18][C:15]1[CH:16]=[CH:17][C:10]([CH:19]2[CH2:21][CH2:20]2)=[C:11]([CH:14]=1)[CH:12]=[O:13]. (3) Given the reactants C[O:2][C:3](=[O:37])[CH2:4][N:5]([S:28]([N:31]1[CH2:36][CH2:35][O:34][CH2:33][CH2:32]1)(=[O:30])=[O:29])[CH2:6][C:7]1[CH:12]=[CH:11][C:10]([O:13][CH2:14][C:15]2[N:16]=[C:17]([C:21]3[CH:26]=[CH:25][C:24]([CH3:27])=[CH:23][CH:22]=3)[O:18][C:19]=2[CH3:20])=[CH:9][CH:8]=1.O.[OH-].[Li+], predict the reaction product. The product is: [N:31]1([S:28]([N:5]([CH2:4][C:3]([OH:37])=[O:2])[CH2:6][C:7]2[CH:12]=[CH:11][C:10]([O:13][CH2:14][C:15]3[N:16]=[C:17]([C:21]4[CH:22]=[CH:23][C:24]([CH3:27])=[CH:25][CH:26]=4)[O:18][C:19]=3[CH3:20])=[CH:9][CH:8]=2)(=[O:29])=[O:30])[CH2:36][CH2:35][O:34][CH2:33][CH2:32]1.